Task: Predict the reaction yield, written as a fraction of the theoretical maximum amount of product (1.0 means a 100% yield; for example, 0.34 means a 34% yield).. Dataset: Reaction yield outcomes from USPTO patents with 853,638 reactions The reactants are Cl.[Br:2][C:3]1[CH:8]=[CH:7][C:6]([CH:9]2[CH2:13][CH2:12][CH2:11][NH:10]2)=[CH:5][CH:4]=1.C(N(CC)CC)C.[CH3:21][S:22](Cl)(=[O:24])=[O:23]. The catalyst is C(Cl)Cl. The product is [Br:2][C:3]1[CH:4]=[CH:5][C:6]([CH:9]2[CH2:13][CH2:12][CH2:11][N:10]2[S:22]([CH3:21])(=[O:24])=[O:23])=[CH:7][CH:8]=1. The yield is 0.852.